From a dataset of Catalyst prediction with 721,799 reactions and 888 catalyst types from USPTO. Predict which catalyst facilitates the given reaction. (1) Reactant: [NH2:1][C:2]1[N:7]=[CH:6][C:5]2[NH:8][C:9](=[O:18])[N:10]([C@H:11]3[CH2:16][CH2:15][CH2:14][CH2:13][C@H:12]3[CH3:17])[C:4]=2[C:3]=1[NH2:19].[CH2:20](OC(OCC)OCC)C. Product: [CH3:17][C@@H:12]1[CH2:13][CH2:14][CH2:15][CH2:16][C@@H:11]1[N:10]1[C:4]2=[C:3]3[N:19]=[CH:20][NH:1][C:2]3=[N:7][CH:6]=[C:5]2[NH:8][C:9]1=[O:18]. The catalyst class is: 33. (2) Reactant: [C:1]([O:5][C:6](=[O:26])[NH:7][C@H:8]([C:18]([N:20]1[CH2:24][CH2:23][C@H:22]([F:25])[CH2:21]1)=[O:19])[C@H:9]([CH:11]1[CH2:16][CH2:15][CH:14]([NH2:17])[CH2:13][CH2:12]1)[CH3:10])([CH3:4])([CH3:3])[CH3:2].C(N(CC)C(C)C)(C)C.[F:36][C:37]([F:50])([F:49])[O:38][C:39]1[CH:44]=[CH:43][C:42]([S:45](Cl)(=[O:47])=[O:46])=[CH:41][CH:40]=1. Product: [C:1]([O:5][C:6](=[O:26])[NH:7][C@H:8]([C:18]([N:20]1[CH2:24][CH2:23][C@H:22]([F:25])[CH2:21]1)=[O:19])[C@H:9]([CH:11]1[CH2:16][CH2:15][CH:14]([NH:17][S:45]([C:42]2[CH:41]=[CH:40][C:39]([O:38][C:37]([F:36])([F:49])[F:50])=[CH:44][CH:43]=2)(=[O:47])=[O:46])[CH2:13][CH2:12]1)[CH3:10])([CH3:2])([CH3:3])[CH3:4]. The catalyst class is: 96. (3) Reactant: Br[C:2]1[CH:7]=[CH:6][C:5]([C:8]2[N:12]([CH:13]3[CH2:19][O:18][CH2:17][CH2:16][O:15][CH2:14]3)[N:11]=[CH:10][C:9]=2[C:20]([O:22][CH2:23][CH3:24])=[O:21])=[C:4]([N+:25]([O-:27])=[O:26])[CH:3]=1.[CH3:28][O:29][C:30]1[C:35]([CH3:36])=[C:34](B(O)O)[C:33]([CH3:40])=[CH:32][N:31]=1.C(OCC)(=O)C.O. Product: [O:18]1[CH2:19][CH:13]([N:12]2[C:8]([C:5]3[CH:6]=[CH:7][C:2]([C:34]4[C:33]([CH3:40])=[CH:32][N:31]=[C:30]([O:29][CH3:28])[C:35]=4[CH3:36])=[CH:3][C:4]=3[N+:25]([O-:27])=[O:26])=[C:9]([C:20]([O:22][CH2:23][CH3:24])=[O:21])[CH:10]=[N:11]2)[CH2:14][O:15][CH2:16][CH2:17]1. The catalyst class is: 12.